From a dataset of NCI-60 drug combinations with 297,098 pairs across 59 cell lines. Regression. Given two drug SMILES strings and cell line genomic features, predict the synergy score measuring deviation from expected non-interaction effect. Drug 1: CC1=CC2C(CCC3(C2CCC3(C(=O)C)OC(=O)C)C)C4(C1=CC(=O)CC4)C. Drug 2: C1=CC(=CC=C1CC(C(=O)O)N)N(CCCl)CCCl.Cl. Cell line: OVCAR-5. Synergy scores: CSS=19.5, Synergy_ZIP=2.89, Synergy_Bliss=16.4, Synergy_Loewe=8.23, Synergy_HSA=11.2.